The task is: Regression. Given a peptide amino acid sequence and an MHC pseudo amino acid sequence, predict their binding affinity value. This is MHC class II binding data.. This data is from Peptide-MHC class II binding affinity with 134,281 pairs from IEDB. The peptide sequence is RKGVLFNIQYVNYWF. The MHC is HLA-DQA10104-DQB10503 with pseudo-sequence HLA-DQA10104-DQB10503. The binding affinity (normalized) is 0.